Predict which catalyst facilitates the given reaction. From a dataset of Catalyst prediction with 721,799 reactions and 888 catalyst types from USPTO. (1) Reactant: [CH2:1]([C:4]1([CH2:30][CH:31]=[CH2:32])[C:28](=[O:29])[N:7]2[CH2:8][CH2:9][N:10](C(OC(C)(C)C)=O)[C@H:11]([C:12]3[CH:17]=[CH:16][C:15]([O:18][CH3:19])=[CH:14][C:13]=3[CH3:20])[C@@H:6]2[CH2:5]1)[CH:2]=[CH2:3].Cl.CO.[OH-].[Na+]. Product: [CH2:30]([C:4]1([CH2:1][CH:2]=[CH2:3])[C:28](=[O:29])[N:7]2[CH2:8][CH2:9][NH:10][C@@H:11]([C:12]3[CH:17]=[CH:16][C:15]([O:18][CH3:19])=[CH:14][C:13]=3[CH3:20])[C@@H:6]2[CH2:5]1)[CH:31]=[CH2:32]. The catalyst class is: 5. (2) Reactant: [C:1]([O:5][C:6]([NH:8][C:9]1[S:10][C:11]([C:15]([OH:17])=O)=[C:12]([CH3:14])[N:13]=1)=[O:7])([CH3:4])([CH3:3])[CH3:2].C(NC(C)C)(C)C.Cl.C(N=C=NCCCN(C)C)C.ON1C2C=CC=CC=2N=N1.[CH2:47]([NH2:54])[C:48]1[CH:53]=[CH:52][CH:51]=[CH:50][CH:49]=1. Product: [CH2:47]([NH:54][C:15]([C:11]1[S:10][C:9]([NH:8][C:6]([O:5][C:1]([CH3:2])([CH3:3])[CH3:4])=[O:7])=[N:13][C:12]=1[CH3:14])=[O:17])[C:48]1[CH:53]=[CH:52][CH:51]=[CH:50][CH:49]=1. The catalyst class is: 96. (3) Reactant: [NH2:1][C:2]1[C:3]([OH:8])=[N:4][CH:5]=[CH:6][CH:7]=1.Cl[CH2:10][C:11](Cl)=[O:12].C(=O)([O-])[O-].[K+].[K+]. Product: [NH:1]1[C:11](=[O:12])[CH2:10][O:8][C:3]2[N:4]=[CH:5][CH:6]=[CH:7][C:2]1=2. The catalyst class is: 10.